Dataset: Forward reaction prediction with 1.9M reactions from USPTO patents (1976-2016). Task: Predict the product of the given reaction. Given the reactants Cl.[NH:2]=[C:3]1[CH2:8][CH2:7][CH2:6][CH2:5][NH:4]1.[CH2:9]([O:16][CH:17]([C:22](=O)[C:23]([O:25][CH3:26])=[O:24])[C:18](OC)=[O:19])[C:10]1[CH:15]=[CH:14][CH:13]=[CH:12][CH:11]=1.C1CCN2C(=NCCC2)CC1.CCOC(C)=O, predict the reaction product. The product is: [CH2:9]([O:16][C:17]1[C:18](=[O:19])[N:4]2[CH2:5][CH2:6][CH2:7][CH2:8][C:3]2=[N:2][C:22]=1[C:23]([O:25][CH3:26])=[O:24])[C:10]1[CH:15]=[CH:14][CH:13]=[CH:12][CH:11]=1.